This data is from Full USPTO retrosynthesis dataset with 1.9M reactions from patents (1976-2016). The task is: Predict the reactants needed to synthesize the given product. Given the product [CH3:1][O:2][C:3](=[O:17])[C:4]1[CH:9]=[CH:8][CH:7]=[CH:6][CH:5]=1, predict the reactants needed to synthesize it. The reactants are: [CH3:1][O:2][C:3](=[O:17])[C:4]1[CH:9]=[CH:8][C:7](CP(OC)(OC)=O)=[CH:6][CH:5]=1.